Dataset: Reaction yield outcomes from USPTO patents with 853,638 reactions. Task: Predict the reaction yield, written as a fraction of the theoretical maximum amount of product (1.0 means a 100% yield; for example, 0.34 means a 34% yield). The reactants are [CH3:1][C:2]([CH3:9])([CH3:8])[C:3](=O)[CH2:4][C:5]#[N:6].[NH:10]([C:12]1[CH:17]=[CH:16][CH:15]=[CH:14][N:13]=1)[NH2:11]. No catalyst specified. The product is [C:2]([C:3]1[CH:4]=[C:5]([NH2:6])[N:10]([C:12]2[CH:17]=[CH:16][CH:15]=[CH:14][N:13]=2)[N:11]=1)([CH3:9])([CH3:8])[CH3:1]. The yield is 0.990.